From a dataset of Reaction yield outcomes from USPTO patents with 853,638 reactions. Predict the reaction yield, written as a fraction of the theoretical maximum amount of product (1.0 means a 100% yield; for example, 0.34 means a 34% yield). (1) The reactants are FC1C=C2C(C(I)=CN2S(C2C=CC=CC=2)(=O)=O)=CC=1.[F:21][C:22]1[CH:30]=[C:29]2[C:25]([C:26]([C:40]3[CH:53]=[CH:52][C:43]4[N:44]([CH2:47][CH2:48][C:49]([NH2:51])=[O:50])[CH:45]=[N:46][C:42]=4[CH:41]=3)=[CH:27][N:28]2S(C2C=CC=CC=2)(=O)=O)=[CH:24][CH:23]=1. No catalyst specified. The product is [F:21][C:22]1[CH:30]=[C:29]2[C:25]([C:26]([C:40]3[CH:53]=[CH:52][C:43]4[N:44]([CH2:47][CH2:48][C:49]([NH2:51])=[O:50])[CH:45]=[N:46][C:42]=4[CH:41]=3)=[CH:27][NH:28]2)=[CH:24][CH:23]=1. The yield is 0.410. (2) The product is [C:1]1([CH:7]2[CH2:16][CH2:15][C:14]3[C:9](=[CH:10][CH:11]=[C:12]([O:17][C:18]4[S:19][C:20]([CH2:23][NH:34][CH2:33][C:28]5[CH:27]=[CH:26][N:25]=[CH:30][CH:29]=5)=[CH:21][N:22]=4)[CH:13]=3)[O:8]2)[CH:2]=[CH:3][CH:4]=[CH:5][CH:6]=1. The yield is 0.420. The catalyst is O1CCCC1.C(O)(=O)C. The reactants are [C:1]1([CH:7]2[CH2:16][CH2:15][C:14]3[C:9](=[CH:10][CH:11]=[C:12]([O:17][C:18]4[S:19][C:20]([CH:23]=O)=[CH:21][N:22]=4)[CH:13]=3)[O:8]2)[CH:6]=[CH:5][CH:4]=[CH:3][CH:2]=1.[N:25]1[CH:30]=[CH:29][C:28](NC)=[CH:27][CH:26]=1.[C:33]([BH3-])#[N:34].[Na+].